Dataset: CYP2D6 inhibition data for predicting drug metabolism from PubChem BioAssay. Task: Regression/Classification. Given a drug SMILES string, predict its absorption, distribution, metabolism, or excretion properties. Task type varies by dataset: regression for continuous measurements (e.g., permeability, clearance, half-life) or binary classification for categorical outcomes (e.g., BBB penetration, CYP inhibition). Dataset: cyp2d6_veith. The result is 0 (non-inhibitor). The compound is O=C(c1ccccc1)c1cc(F)c(N2CCOCC2)cc1Cl.